Dataset: Forward reaction prediction with 1.9M reactions from USPTO patents (1976-2016). Task: Predict the product of the given reaction. Given the reactants [Cl:1][C:2]1[N:7]=[CH:6][C:5]([C:8]2[C:12]([CH:13]=O)=[CH:11][NH:10][N:9]=2)=[CH:4][CH:3]=1.[CH3:15][C@@H:16]1[CH2:21][NH:20][CH2:19][CH2:18][N:17]1[C:22]1[CH:27]=[CH:26][C:25]([C:28]([F:31])([F:30])[F:29])=[CH:24][N:23]=1.C(O)(=O)C.C(O[BH-](OC(=O)C)OC(=O)C)(=O)C.[Na+], predict the reaction product. The product is: [Cl:1][C:2]1[N:7]=[CH:6][C:5]([C:8]2[C:12]([CH2:13][N:20]3[CH2:19][CH2:18][N:17]([C:22]4[CH:27]=[CH:26][C:25]([C:28]([F:31])([F:29])[F:30])=[CH:24][N:23]=4)[C@H:16]([CH3:15])[CH2:21]3)=[CH:11][NH:10][N:9]=2)=[CH:4][CH:3]=1.